This data is from Peptide-MHC class I binding affinity with 185,985 pairs from IEDB/IMGT. The task is: Regression. Given a peptide amino acid sequence and an MHC pseudo amino acid sequence, predict their binding affinity value. This is MHC class I binding data. (1) The binding affinity (normalized) is 0. The peptide sequence is DETSSLPPL. The MHC is HLA-A11:01 with pseudo-sequence HLA-A11:01. (2) The MHC is H-2-Kb with pseudo-sequence H-2-Kb. The peptide sequence is GKSLFDDGL. The binding affinity (normalized) is 0.0164. (3) The peptide sequence is LMWNKQFIK. The MHC is HLA-A31:01 with pseudo-sequence HLA-A31:01. The binding affinity (normalized) is 0.763.